The task is: Predict the reactants needed to synthesize the given product.. This data is from Full USPTO retrosynthesis dataset with 1.9M reactions from patents (1976-2016). (1) The reactants are: [Br:1][C:2]1[C:3]([C:8]([OH:10])=[O:9])=[N:4][CH:5]=[CH:6][CH:7]=1.S(=O)(=O)(O)O.[CH3:16]CN(C(C)C)C(C)C. Given the product [CH3:16][O:9][C:8]([C:3]1[C:2]([Br:1])=[CH:7][CH:6]=[CH:5][N:4]=1)=[O:10], predict the reactants needed to synthesize it. (2) Given the product [F:21][C:22]1[C:27]([C:28]#[N:29])=[CH:26][C:25]2[C:30]3([CH2:40][O:41][C:24]=2[CH:23]=1)[C:38]1[C:33](=[CH:34][CH:35]=[CH:36][CH:37]=1)[N:32]([CH2:3][C:4]1[CH:9]=[CH:8][CH:7]=[CH:6][N:5]=1)[C:31]3=[O:39], predict the reactants needed to synthesize it. The reactants are: Br.Br[CH2:3][C:4]1[CH:9]=[CH:8][CH:7]=[CH:6][N:5]=1.BrCC1OC(C(F)(F)F)=CC=1.[F:21][C:22]1[C:27]([C:28]#[N:29])=[CH:26][C:25]2[C:30]3([CH2:40][O:41][C:24]=2[CH:23]=1)[C:38]1[C:33](=[CH:34][CH:35]=[CH:36][CH:37]=1)[NH:32][C:31]3=[O:39].CC1C2C=C3C4(C5C(=CC=CC=5)NC4=O)COC3=CC=2ON=1. (3) The reactants are: [CH2:1]([C:3]1[CH:4]=[C:5]([C:35]2[CH:40]=[CH:39][C:38]([C:41]([O:43]CC)=[O:42])=[CH:37][CH:36]=2)[CH:6]=[C:7]([NH:9][C:10]([N:12]2[CH2:34][CH2:33][C:15]3[N:16]=[C:17]([C:27]4[CH:28]=[N:29][CH:30]=[CH:31][CH:32]=4)[N:18]=[C:19]([C:20]4[CH:25]=[CH:24][CH:23]=[CH:22][C:21]=4[CH3:26])[C:14]=3[CH2:13]2)=[O:11])[CH:8]=1)[CH3:2].C1COCC1.CO.[Li+].[OH-]. Given the product [CH2:1]([C:3]1[CH:4]=[C:5]([C:35]2[CH:36]=[CH:37][C:38]([C:41]([OH:43])=[O:42])=[CH:39][CH:40]=2)[CH:6]=[C:7]([NH:9][C:10]([N:12]2[CH2:34][CH2:33][C:15]3[N:16]=[C:17]([C:27]4[CH:28]=[N:29][CH:30]=[CH:31][CH:32]=4)[N:18]=[C:19]([C:20]4[CH:25]=[CH:24][CH:23]=[CH:22][C:21]=4[CH3:26])[C:14]=3[CH2:13]2)=[O:11])[CH:8]=1)[CH3:2], predict the reactants needed to synthesize it. (4) Given the product [CH3:34][N:26]1[C:25]2[CH:31]=[C:21]([O:20][CH2:19][CH2:18][N:15]3[CH2:14][CH2:13][N:12]([C:8]4[CH:7]=[CH:6][CH:5]=[C:4]5[C:9]=4[CH:10]=[CH:11][C:2]([CH3:1])=[N:3]5)[CH2:17][CH2:16]3)[CH:22]=[CH:23][C:24]=2[O:29][CH2:28][C:27]1=[O:30], predict the reactants needed to synthesize it. The reactants are: [CH3:1][C:2]1[CH:11]=[CH:10][C:9]2[C:4](=[CH:5][CH:6]=[CH:7][C:8]=2[N:12]2[CH2:17][CH2:16][N:15]([CH2:18][CH2:19][O:20][C:21]3[CH:22]=[CH:23][C:24]4[O:29][CH2:28][C:27](=[O:30])[NH:26][C:25]=4[CH:31]=3)[CH2:14][CH2:13]2)[N:3]=1.[H-].[Na+].[CH3:34]I. (5) Given the product [CH3:1][C:2]1[CH:13]=[C:12]([CH3:14])[CH:11]=[C:10]([CH:15]2[CH2:19][CH2:18][O:17][CH2:16]2)[C:3]=1[O:4][CH2:5][C:6]([NH:21][NH2:22])=[O:7], predict the reactants needed to synthesize it. The reactants are: [CH3:1][C:2]1[CH:13]=[C:12]([CH3:14])[CH:11]=[C:10]([CH:15]2[CH2:19][CH2:18][O:17][CH2:16]2)[C:3]=1[O:4][CH2:5][C:6](OC)=[O:7].O.[NH2:21][NH2:22]. (6) Given the product [C:11]([O:15][C:16]([N:18]1[CH2:21][CH:20]([CH:22]=[O:23])[CH2:19]1)=[O:17])([CH3:14])([CH3:13])[CH3:12], predict the reactants needed to synthesize it. The reactants are: CS(C)=O.C(Cl)(=O)C(Cl)=O.[C:11]([O:15][C:16]([N:18]1[CH2:21][CH:20]([CH2:22][OH:23])[CH2:19]1)=[O:17])([CH3:14])([CH3:13])[CH3:12].C(N(CC)CC)C. (7) Given the product [CH2:11]([O:13][C:6](=[NH:7])[C:5]1[CH:8]=[CH:9][C:2]([Br:1])=[CH:3][CH:4]=1)[CH3:12].[ClH:10], predict the reactants needed to synthesize it. The reactants are: [Br:1][C:2]1[CH:9]=[CH:8][C:5]([C:6]#[N:7])=[CH:4][CH:3]=1.[ClH:10].[CH2:11]([OH:13])[CH3:12].